From a dataset of Reaction yield outcomes from USPTO patents with 853,638 reactions. Predict the reaction yield, written as a fraction of the theoretical maximum amount of product (1.0 means a 100% yield; for example, 0.34 means a 34% yield). (1) The reactants are O=[C:2]1[C:10]2[C:5](=[CH:6][C:7]([C:11]([OH:13])=[O:12])=[CH:8][CH:9]=2)[C:4](=[O:14])[O:3]1.Cl.[NH2:16][CH:17]1[CH2:22][CH2:21][C:20](=[O:23])[NH:19][C:18]1=[O:24].C(O)(=O)C. The catalyst is CN(C=O)C. The product is [O:24]=[C:18]1[CH:17]([N:16]2[C:4](=[O:14])[C:5]3[C:10](=[CH:9][CH:8]=[C:7]([C:11]([OH:13])=[O:12])[CH:6]=3)[C:2]2=[O:3])[CH2:22][CH2:21][C:20](=[O:23])[NH:19]1. The yield is 0.280. (2) The catalyst is CN(C)C=O. The yield is 0.812. The reactants are [CH2:1]([O:8][C:9]1[CH:10]=[C:11]2[C:16](=[CH:17][CH:18]=1)[C:15](=[O:19])[N:14]([CH2:20][CH:21]([CH3:23])[CH3:22])[C:13]([C:24]([O:26][C:27]([CH3:30])([CH3:29])[CH3:28])=[O:25])=[C:12]2[OH:31])[C:2]1[CH:7]=[CH:6][CH:5]=[CH:4][CH:3]=1.[H-].[Na+].C1C=CC(N([S:41]([C:44]([F:47])([F:46])[F:45])(=[O:43])=[O:42])[S:41]([C:44]([F:47])([F:46])[F:45])(=[O:43])=[O:42])=CC=1.O. The product is [CH2:1]([O:8][C:9]1[CH:10]=[C:11]2[C:16](=[CH:17][CH:18]=1)[C:15](=[O:19])[N:14]([CH2:20][CH:21]([CH3:23])[CH3:22])[C:13]([C:24]([O:26][C:27]([CH3:29])([CH3:28])[CH3:30])=[O:25])=[C:12]2[O:31][S:41]([C:44]([F:47])([F:46])[F:45])(=[O:43])=[O:42])[C:2]1[CH:7]=[CH:6][CH:5]=[CH:4][CH:3]=1. (3) The product is [O:32]=[C:26]1[CH:25]([N:18]2[C:17](=[O:33])[C:16]3[C:20](=[CH:21][CH:22]=[CH:23][C:15]=3[CH2:14][NH:13][C:10]([NH:9][C:6]3[CH:5]=[CH:4][C:3]([O:2][CH3:1])=[CH:8][CH:7]=3)=[O:11])[C:19]2=[O:24])[CH2:30][CH2:29][C:28](=[O:31])[NH:27]1. The catalyst is C1COCC1. The reactants are [CH3:1][O:2][C:3]1[CH:8]=[CH:7][C:6]([N:9]=[C:10]=[O:11])=[CH:5][CH:4]=1.Cl.[NH2:13][CH2:14][C:15]1[CH:23]=[CH:22][CH:21]=[C:20]2[C:16]=1[C:17](=[O:33])[N:18]([CH:25]1[CH2:30][CH2:29][C:28](=[O:31])[NH:27][C:26]1=[O:32])[C:19]2=[O:24].C(N(CC)CC)C. The yield is 0.590. (4) The reactants are C(OC(=O)[NH:7][C:8]1[S:12][C:11]([CH2:13][N:14]2[CH2:19][CH2:18][O:17][CH2:16][CH2:15]2)=[N:10][CH:9]=1)(C)(C)C. The catalyst is ClCCl.O.[OH-].[Na+]. The product is [N:14]1([CH2:13][C:11]2[S:12][C:8]([NH2:7])=[CH:9][N:10]=2)[CH2:19][CH2:18][O:17][CH2:16][CH2:15]1. The yield is 0.560. (5) The reactants are Cl.[F:2][C:3]([F:16])([F:15])[CH2:4][O:5][C:6]1[N:11]=[CH:10][C:9]([CH:12]([NH2:14])[CH3:13])=[CH:8][CH:7]=1.[Br:17][C:18]1[CH:19]=[C:20]([CH:24]=[C:25]([CH3:27])[N:26]=1)[C:21](O)=[O:22]. No catalyst specified. The product is [Br:17][C:18]1[CH:19]=[C:20]([CH:24]=[C:25]([CH3:27])[N:26]=1)[C:21]([NH:14][CH:12]([C:9]1[CH:10]=[N:11][C:6]([O:5][CH2:4][C:3]([F:2])([F:15])[F:16])=[CH:7][CH:8]=1)[CH3:13])=[O:22]. The yield is 0.290.